From a dataset of Peptide-MHC class I binding affinity with 185,985 pairs from IEDB/IMGT. Regression. Given a peptide amino acid sequence and an MHC pseudo amino acid sequence, predict their binding affinity value. This is MHC class I binding data. The peptide sequence is EVLKAMSLY. The MHC is HLA-A68:02 with pseudo-sequence HLA-A68:02. The binding affinity (normalized) is 0.0847.